Dataset: Forward reaction prediction with 1.9M reactions from USPTO patents (1976-2016). Task: Predict the product of the given reaction. (1) Given the reactants [Br:1][C:2]1[CH:7]=[CH:6][CH:5]=[C:4](F)[C:3]=1[CH3:9].[CH3:10][S-:11].[Na+].C(=O)([O-])[O-].[Na+].[Na+], predict the reaction product. The product is: [Br:1][C:2]1[CH:7]=[CH:6][CH:5]=[C:4]([S:11][CH3:10])[C:3]=1[CH3:9]. (2) Given the reactants [NH2:1][C:2]1[N:7]=[C:6]([CH3:8])[CH:5]=[CH:4][N:3]=1.[N+:9]([C:12]1[CH:19]=[CH:18][C:15]([CH:16]=O)=[CH:14][CH:13]=1)([O-:11])=[O:10].[OH:20][C:21]1[CH:22]=[CH:23][CH:24]=[C:25]2[C:30]=1N=CC=C2, predict the reaction product. The product is: [CH3:8][C:6]1[CH:5]=[CH:4][N:3]=[C:2]([NH:1][CH:16]([C:15]2[CH:18]=[CH:19][C:12]([N+:9]([O-:11])=[O:10])=[CH:13][CH:14]=2)[C:30]2[CH:25]=[CH:24][CH:23]=[CH:22][C:21]=2[OH:20])[N:7]=1. (3) Given the reactants [OH-].[Na+].[Br:3][C:4]1[CH:5]=[C:6]([CH2:10][C:11]#[N:12])[CH:7]=[N:8][CH:9]=1.Br[CH2:14][CH2:15]Cl, predict the reaction product. The product is: [Br:3][C:4]1[CH:5]=[C:6]([C:10]2([C:11]#[N:12])[CH2:15][CH2:14]2)[CH:7]=[N:8][CH:9]=1. (4) Given the reactants [O:1]1[CH:5]=[CH:4][CH:3]=[C:2]1[C:6]1[CH:11]=[C:10]([O:12][CH3:13])[C:9]([OH:14])=[C:8]([O:15][CH3:16])[CH:7]=1.CCN(CC)CC.[C:24](Cl)(=[O:31])[C:25]1[CH:30]=[CH:29][CH:28]=[CH:27][CH:26]=1.C([O-])(O)=O.[Na+], predict the reaction product. The product is: [C:24]([O:14][C:9]1[C:8]([O:15][CH3:16])=[CH:7][C:6]([C:2]2[O:1][CH:5]=[CH:4][CH:3]=2)=[CH:11][C:10]=1[O:12][CH3:13])(=[O:31])[C:25]1[CH:30]=[CH:29][CH:28]=[CH:27][CH:26]=1. (5) Given the reactants [C:1]1([C:6]2[CH:7]=[C:8]3[C:12](=[CH:13][CH:14]=2)[CH2:11][C:10]([CH2:15][O:16][C:17]2[C:18]([F:27])=[C:19]([C:23]([F:26])=[CH:24][CH:25]=2)[C:20]([NH2:22])=[O:21])=[CH:9]3)[CH2:5][CH2:4][CH2:3][CH:2]=1, predict the reaction product. The product is: [CH:1]1([C:6]2[CH:7]=[C:8]3[C:12](=[CH:13][CH:14]=2)[CH2:11][C:10]([CH2:15][O:16][C:17]2[C:18]([F:27])=[C:19]([C:23]([F:26])=[CH:24][CH:25]=2)[C:20]([NH2:22])=[O:21])=[CH:9]3)[CH2:5][CH2:4][CH2:3][CH2:2]1.